This data is from Catalyst prediction with 721,799 reactions and 888 catalyst types from USPTO. The task is: Predict which catalyst facilitates the given reaction. Reactant: S(O)(O)(=O)=O.[CH2:6]([N:13]1[CH2:18][CH2:17][N:16]([C:19]([NH2:21])=[NH:20])[CH2:15][CH2:14]1)[C:7]1[CH:12]=[CH:11][CH:10]=[CH:9][CH:8]=1.[CH2:6]([N:13]1[CH2:14][CH2:15][N:16]([C:19]([NH2:21])=[NH:20])[CH2:17][CH2:18]1)[C:7]1[CH:12]=[CH:11][CH:10]=[CH:9][CH:8]=1.C(=O)([O-])[O-].[Na+].[Na+].CN(C)C=O.Br[CH2:50][C:51]([C:53]1[CH:58]=[CH:57][C:56]([F:59])=[C:55]([C:60]([F:63])([F:62])[F:61])[CH:54]=1)=O. Product: [CH2:6]([N:13]1[CH2:14][CH2:15][N:16]([C:19]2[NH:21][C:51]([C:53]3[CH:58]=[CH:57][C:56]([F:59])=[C:55]([C:60]([F:63])([F:61])[F:62])[CH:54]=3)=[CH:50][N:20]=2)[CH2:17][CH2:18]1)[C:7]1[CH:12]=[CH:11][CH:10]=[CH:9][CH:8]=1. The catalyst class is: 21.